Task: Predict the product of the given reaction.. Dataset: Forward reaction prediction with 1.9M reactions from USPTO patents (1976-2016) Given the reactants [C:1]([O:5][C:6]([N:8]1[CH2:13][CH2:12][N:11]([C:14]2[C:19]([Cl:20])=[CH:18][C:17]([C:21]([NH:23][CH2:24][CH:25](O)[CH2:26][CH3:27])=[O:22])=[CH:16][N:15]=2)[CH2:10][CH2:9]1)=[O:7])([CH3:4])([CH3:3])[CH3:2].CCN(C(C)C)C(C)C.CS(Cl)(=O)=O, predict the reaction product. The product is: [Cl:20][C:19]1[C:14]([N:11]2[CH2:10][CH2:9][N:8]([C:6]([O:5][C:1]([CH3:4])([CH3:2])[CH3:3])=[O:7])[CH2:13][CH2:12]2)=[N:15][CH:16]=[C:17]([C:21]2[O:22][CH:25]([CH2:26][CH3:27])[CH2:24][N:23]=2)[CH:18]=1.